From a dataset of Catalyst prediction with 721,799 reactions and 888 catalyst types from USPTO. Predict which catalyst facilitates the given reaction. (1) Reactant: [F:1][C:2]1[C:3]([NH:16][C@@H:17]2[CH2:22][CH2:21][CH2:20][NH:19][CH2:18]2)=[N:4][C:5]([NH:8][C:9]2[C:10](=[O:15])[NH:11][CH:12]=[CH:13][CH:14]=2)=[N:6][CH:7]=1.Br[C:24]1[NH:28][CH:27]=[N:26][N:25]=1.C(OCC)C. Product: [N:25]1[N:26]=[C:27]([N:19]2[CH2:20][CH2:21][CH2:22][C@@H:17]([NH:16][C:3]3[C:2]([F:1])=[CH:7][N:6]=[C:5]([NH:8][C:9]4[C:10](=[O:15])[NH:11][CH:12]=[CH:13][CH:14]=4)[N:4]=3)[CH2:18]2)[NH:28][CH:24]=1. The catalyst class is: 5. (2) Reactant: [C:1]1([CH2:7][S:8](Cl)(=[O:10])=[O:9])[CH:6]=[CH:5][CH:4]=[CH:3][CH:2]=1.[C:12]([NH2:16])([CH3:15])([CH3:14])[CH3:13].CCN(C(C)C)C(C)C. Product: [C:12]([NH:16][S:8]([CH2:7][C:1]1[CH:6]=[CH:5][CH:4]=[CH:3][CH:2]=1)(=[O:10])=[O:9])([CH3:15])([CH3:14])[CH3:13]. The catalyst class is: 2. (3) Reactant: F[B-](F)(F)F.[F:6][S:7]([F:19])([F:18])([F:17])([F:16])[C:8]1[CH:13]=[CH:12][C:11]([N+:14]#[N:15])=[CH:10][CH:9]=1.[C:20]1([OH:26])[CH:25]=[CH:24][CH:23]=[CH:22][CH:21]=1.C([O-])(=O)C.[Na+]. Product: [OH:26][C:20]1[CH:25]=[CH:24][C:23](/[N:15]=[N:14]/[C:11]2[CH:12]=[CH:13][C:8]([S:7]([F:16])([F:17])([F:18])([F:19])[F:6])=[CH:9][CH:10]=2)=[CH:22][CH:21]=1. The catalyst class is: 10. (4) Reactant: [NH:1]1[C:9]2[C:4](=[CH:5][CH:6]=[CH:7][CH:8]=2)[C:3]([C:10]([OH:12])=O)=[CH:2]1.S(Cl)(Cl)=O.O.[NH2:18][NH2:19]. Product: [NH:1]1[C:9]2[C:4](=[CH:5][CH:6]=[CH:7][CH:8]=2)[C:3]([C:10]([NH:18][NH2:19])=[O:12])=[CH:2]1. The catalyst class is: 7. (5) Reactant: [Cl:1][C:2]1[N:6]2[CH:7]=[C:8]([CH:15]3[CH:19]=[CH:18][O:17][CH2:16]3)[CH:9]=[C:10]([C:11]([F:14])([F:13])[F:12])[C:5]2=[N:4][C:3]=1[C:20]([O:22][CH3:23])=[O:21].C1(SC2C=CC=CC=2)C=CC=CC=1.[H][H]. Product: [Cl:1][C:2]1[N:6]2[CH:7]=[C:8]([CH:15]3[CH2:19][CH2:18][O:17][CH2:16]3)[CH:9]=[C:10]([C:11]([F:13])([F:12])[F:14])[C:5]2=[N:4][C:3]=1[C:20]([O:22][CH3:23])=[O:21]. The catalyst class is: 45. (6) Reactant: [CH:1]1([C:4]2[CH:9]=[C:8]([F:10])[C:7]([N+:11]([O-])=O)=[CH:6][C:5]=2[N:14]2[C:18](=[O:19])[N:17]([CH:20]([CH3:22])[CH3:21])[N:16]=[N:15]2)[CH2:3][CH2:2]1.O.O.Cl[Sn]Cl.Cl. Product: [NH2:11][C:7]1[C:8]([F:10])=[CH:9][C:4]([CH:1]2[CH2:3][CH2:2]2)=[C:5]([N:14]2[C:18](=[O:19])[N:17]([CH:20]([CH3:22])[CH3:21])[N:16]=[N:15]2)[CH:6]=1. The catalyst class is: 8. (7) Reactant: [C:1]1([C:18]2[CH:23]=[CH:22][CH:21]=[CH:20][CH:19]=2)[CH:6]=[CH:5][C:4]([CH2:7][CH:8]2[NH:12][C:11](=[O:13])[C:10]([CH3:17])([C:14]([OH:16])=[O:15])[CH2:9]2)=[CH:3][CH:2]=1.[C:24]1([CH3:30])[CH:29]=[CH:28][CH:27]=[CH:26][CH:25]=1.[C:31](Cl)(=[O:36])[C:32]([CH3:35])([CH3:34])[CH3:33].[C:38](O)(=O)[CH2:39][C:40]([CH2:45][C:46](O)=O)(C(O)=O)O.[CH2:51](N(CC)CC)C. Product: [C:1]1([C:18]2[CH:19]=[CH:20][CH:21]=[CH:22][CH:23]=2)[CH:2]=[CH:3][C:4]([CH2:7][C@H:8]2[N:12]([C:31](=[O:36])[C:32]([CH3:35])([CH3:34])[CH3:33])[C:11](=[O:13])[C@:10]([CH3:17])([C:14]([OH:16])=[O:15])[CH2:9]2)=[CH:5][CH:6]=1.[C:24]1([C:30]2[CH:46]=[CH:45][CH:40]=[CH:39][CH:38]=2)[CH:29]=[CH:28][C:27]([C@@H:8]2[N:12]([C:31](=[O:36])[C:32]([CH3:35])([CH3:34])[CH3:33])[C:11](=[O:13])[C@@:10]([CH3:17])([C:14]([OH:16])=[O:15])[CH:9]2[CH3:51])=[CH:26][CH:25]=1. The catalyst class is: 6. (8) Reactant: [OH:1][CH:2]([C:6]1[CH:11]=[CH:10][C:9]([C:12]2[N:16]=[C:15]([C:17]3[O:21][N:20]=[C:19]([C:22]4[CH:27]=[CH:26][CH:25]=[CH:24][CH:23]=4)[C:18]=3[C:28]([F:31])([F:30])[F:29])[O:14][N:13]=2)=[CH:8][CH:7]=1)[C:3]([OH:5])=O.C[N:33]1CCOCC1.N.CN(C(ON1N=NC2C=CC=NC1=2)=[N+](C)C)C.F[P-](F)(F)(F)(F)F. Product: [OH:1][CH:2]([C:6]1[CH:7]=[CH:8][C:9]([C:12]2[N:16]=[C:15]([C:17]3[O:21][N:20]=[C:19]([C:22]4[CH:27]=[CH:26][CH:25]=[CH:24][CH:23]=4)[C:18]=3[C:28]([F:29])([F:30])[F:31])[O:14][N:13]=2)=[CH:10][CH:11]=1)[C:3]([NH2:33])=[O:5]. The catalyst class is: 3. (9) Reactant: [Cl:1][C:2]1[CH:12]=[CH:11][C:5]([O:6][CH2:7][C:8]([OH:10])=O)=[C:4]([NH:13][C:14]([NH2:16])=[O:15])[CH:3]=1.[F:17][C:18]1[CH:31]=[CH:30][C:21]([CH2:22][CH:23]2[O:29][CH2:28][CH2:27][NH:26][CH2:25][CH2:24]2)=[CH:20][CH:19]=1.CCN=C=NCCCN(C)C.C1C=CC2N(O)N=NC=2C=1.CCN(C(C)C)C(C)C. Product: [Cl:1][C:2]1[CH:12]=[CH:11][C:5]([O:6][CH2:7][C:8]([N:26]2[CH2:25][CH2:24][CH:23]([CH2:22][C:21]3[CH:30]=[CH:31][C:18]([F:17])=[CH:19][CH:20]=3)[O:29][CH2:28][CH2:27]2)=[O:10])=[C:4]([NH:13][C:14]([NH2:16])=[O:15])[CH:3]=1. The catalyst class is: 18. (10) Reactant: [Cl:1][C:2]1[N:7]=[C:6]([NH:8][CH2:9][CH:10]=[CH2:11])[C:5]([NH2:12])=[CH:4][CH:3]=1.CN([CH:16]=[O:17])C.O=C1CCC(=O)C1OC(=O)OC1C(=O)CCC1=O.C([O-])(O)=O.[Na+]. Product: [Cl:1][C:2]1[N:7]=[C:6]2[N:8]([CH2:9][CH:10]=[CH2:11])[C:16](=[O:17])[NH:12][C:5]2=[CH:4][CH:3]=1. The catalyst class is: 25.